The task is: Predict which catalyst facilitates the given reaction.. This data is from Catalyst prediction with 721,799 reactions and 888 catalyst types from USPTO. Reactant: [Cl:1][C:2]1[CH:3]=[C:4]([C:10]2[C:14]([C:15]([OH:17])=O)=[CH:13][O:12][N:11]=2)[CH:5]=[CH:6][C:7]=1[O:8][CH3:9].C(N(C(C)C)C(C)C)C.CN(C(ON1N=NC2C=CC=CC1=2)=[N+](C)C)C.[B-](F)(F)(F)F.Cl.[NH:50]1[CH2:55][CH2:54][CH2:53][C@@H:52]([C:56]([OH:59])([CH3:58])[CH3:57])[CH2:51]1. Product: [Cl:1][C:2]1[CH:3]=[C:4]([C:10]2[C:14]([C:15]([N:50]3[CH2:55][CH2:54][CH2:53][C@@H:52]([C:56]([OH:59])([CH3:58])[CH3:57])[CH2:51]3)=[O:17])=[CH:13][O:12][N:11]=2)[CH:5]=[CH:6][C:7]=1[O:8][CH3:9]. The catalyst class is: 3.